Dataset: Experimentally validated miRNA-target interactions with 360,000+ pairs, plus equal number of negative samples. Task: Binary Classification. Given a miRNA mature sequence and a target amino acid sequence, predict their likelihood of interaction. The miRNA is hsa-miR-4478 with sequence GAGGCUGAGCUGAGGAG. The protein sequence of the target gene is MKEPLLGGECDKAVASQLGLLDEIKTEPDNAQEYCHRQQSRTQENELKINAVFSESASQLTAGIQLSLASSGVNKMLPSVSTTAIQVSCAGCKKILQKGQTAYQRKGSAQLFCSIPCITEYISSASSPVPSKRTCSNCSKDILNPKDVISVQLEDTTSCKTFCSLSCLSSYEEKRKPFVTICTNSILTKCSMCQKTAIIQYEVKYQNVKHNLCSNACLSKFHSANNFIMNCCENCGTYCYTSSSLSHILQMEGQSHYFNSSKSITAYKQKPAKPLISVPCKPLKPSDEMIETTSDLGKTE.... Result: 1 (interaction).